This data is from Full USPTO retrosynthesis dataset with 1.9M reactions from patents (1976-2016). The task is: Predict the reactants needed to synthesize the given product. Given the product [CH3:27][S:26][C:22]1[N:23]=[C:24]([C:7]2[CH:8]=[CH:9][NH:5][CH:6]=2)[CH:25]=[CH:20][N:21]=1, predict the reactants needed to synthesize it. The reactants are: CC([Si](C(C)C)(C(C)C)[N:5]1[CH:9]=[CH:8][C:7](B(O)O)=[CH:6]1)C.Cl[C:20]1[CH:25]=[CH:24][N:23]=[C:22]([S:26][CH3:27])[N:21]=1.